Dataset: Reaction yield outcomes from USPTO patents with 853,638 reactions. Task: Predict the reaction yield, written as a fraction of the theoretical maximum amount of product (1.0 means a 100% yield; for example, 0.34 means a 34% yield). (1) The reactants are Br[C:2]1[CH:3]=[C:4]2[C:8](=[CH:9][CH:10]=1)[NH:7][C:6](=[O:11])[CH2:5]2.[N+:12]([C:15]1[CH:16]=[C:17](B(O)O)[CH:18]=[CH:19][CH:20]=1)([O-:14])=[O:13].C(=O)([O-])[O-].[K+].[K+]. The catalyst is COCCOC.O.C1C=CC([P]([Pd]([P](C2C=CC=CC=2)(C2C=CC=CC=2)C2C=CC=CC=2)([P](C2C=CC=CC=2)(C2C=CC=CC=2)C2C=CC=CC=2)[P](C2C=CC=CC=2)(C2C=CC=CC=2)C2C=CC=CC=2)(C2C=CC=CC=2)C2C=CC=CC=2)=CC=1. The product is [N+:12]([C:15]1[CH:20]=[C:19]([C:2]2[CH:3]=[C:4]3[C:8](=[CH:9][CH:10]=2)[NH:7][C:6](=[O:11])[CH2:5]3)[CH:18]=[CH:17][CH:16]=1)([O-:14])=[O:13]. The yield is 0.650. (2) The catalyst is CC(O)=O.C(O)C.[Ni]. The reactants are [C:1]([C:3]1[C:4]([CH3:20])=[CH:5][C:6]([CH2:11][NH:12][C:13](=[O:19])[O:14][C:15]([CH3:18])([CH3:17])[CH3:16])=[N:7][C:8]=1[O:9][CH3:10])#[N:2]. The yield is 0.880. The product is [NH2:2][CH2:1][C:3]1[C:4]([CH3:20])=[CH:5][C:6]([CH2:11][NH:12][C:13](=[O:19])[O:14][C:15]([CH3:16])([CH3:17])[CH3:18])=[N:7][C:8]=1[O:9][CH3:10]. (3) The reactants are C([O:3][C:4](=[O:26])[CH2:5][O:6][C:7]1([C:22]([F:25])([F:24])[F:23])[C:19]2[CH:18]=[C:17]([F:20])[CH:16]=[C:15]([Cl:21])[C:14]=2[C:13]2[C:8]1=[CH:9][CH:10]=[CH:11][CH:12]=2)C.[OH-].[Na+]. The catalyst is C(O)C. The product is [Cl:21][C:15]1[C:14]2[C:13]3[C:8](=[CH:9][CH:10]=[CH:11][CH:12]=3)[C:7]([C:22]([F:23])([F:24])[F:25])([O:6][CH2:5][C:4]([OH:26])=[O:3])[C:19]=2[CH:18]=[C:17]([F:20])[CH:16]=1. The yield is 0.900. (4) The reactants are C[O:2][C:3](=[O:36])[CH:4]([O:33][CH2:34][CH3:35])[CH2:5][C:6]1[CH:11]=[CH:10][CH:9]=[C:8]([CH2:12][CH2:13][N:14]([CH2:26][CH2:27][CH2:28][CH2:29][CH2:30][CH2:31][CH3:32])[C:15]([NH:17][C:18]2[CH:23]=[CH:22][C:21]([F:24])=[CH:20][C:19]=2[F:25])=[O:16])[CH:7]=1.[Li+].[OH-]. The catalyst is O1CCCC1. The product is [F:25][C:19]1[CH:20]=[C:21]([F:24])[CH:22]=[CH:23][C:18]=1[NH:17][C:15](=[O:16])[N:14]([CH2:13][CH2:12][C:8]1[CH:7]=[C:6]([CH2:5][CH:4]([O:33][CH2:34][CH3:35])[C:3]([OH:36])=[O:2])[CH:11]=[CH:10][CH:9]=1)[CH2:26][CH2:27][CH2:28][CH2:29][CH2:30][CH2:31][CH3:32]. The yield is 0.950. (5) The reactants are [CH3:1][C:2]1[C:6]2[C:7](=[O:19])[N:8]([CH2:12][CH2:13][N:14]3[CH2:18][CH2:17][CH2:16][CH2:15]3)[CH2:9][CH2:10][CH2:11][C:5]=2[NH:4][C:3]=1[CH:20]=O.[Cl:22][C:23]1[CH:28]=[CH:27][CH:26]=[C:25]([Cl:29])[C:24]=1[CH2:30][S:31]([C:34]1[CH:35]=[C:36]2[C:40](=[CH:41][CH:42]=1)[NH:39][C:38](=[O:43])[CH2:37]2)(=[O:33])=[O:32].N1CCCCC1. The catalyst is C(O)C. The product is [Cl:22][C:23]1[CH:28]=[CH:27][CH:26]=[C:25]([Cl:29])[C:24]=1[CH2:30][S:31]([C:34]1[CH:35]=[C:36]2[C:40](=[CH:41][CH:42]=1)[NH:39][C:38](=[O:43])/[C:37]/2=[CH:20]\[C:3]1[NH:4][C:5]2[CH2:11][CH2:10][CH2:9][N:8]([CH2:12][CH2:13][N:14]3[CH2:15][CH2:16][CH2:17][CH2:18]3)[C:7](=[O:19])[C:6]=2[C:2]=1[CH3:1])(=[O:32])=[O:33]. The yield is 0.796. (6) The reactants are [Br:1][CH2:2][C:3]1[CH:11]=[CH:10][CH:9]=[CH:8][C:4]=1[C:5](O)=[O:6].S(Cl)([Cl:14])=O. The catalyst is CO. The product is [Br:1][CH2:2][C:3]1[CH:11]=[CH:10][CH:9]=[CH:8][C:4]=1[C:5]([Cl:14])=[O:6]. The yield is 1.00.